The task is: Predict the product of the given reaction.. This data is from Forward reaction prediction with 1.9M reactions from USPTO patents (1976-2016). (1) Given the reactants [C:1]([C:5]1[CH:6]=[C:7]([CH:38]=[CH:39][CH:40]=1)[CH2:8][NH:9][C@@H:10]1[C@@H:15]([OH:16])[C@H:14]([CH2:17][C:18]2[CH:23]=[C:22]([O:24][C@H:25]([CH2:30][O:31][CH3:32])[C:26]([F:29])([F:28])[F:27])[C:21]([N+:33]([O-])=O)=[C:20]([F:36])[CH:19]=2)[CH2:13][S@@:12](=[O:37])[CH2:11]1)([CH3:4])([CH3:3])[CH3:2], predict the reaction product. The product is: [NH2:33][C:21]1[C:22]([O:24][C@H:25]([CH2:30][O:31][CH3:32])[C:26]([F:29])([F:27])[F:28])=[CH:23][C:18]([CH2:17][C@H:14]2[C@H:15]([OH:16])[C@@H:10]([NH:9][CH2:8][C:7]3[CH:38]=[CH:39][CH:40]=[C:5]([C:1]([CH3:4])([CH3:2])[CH3:3])[CH:6]=3)[CH2:11][S@:12](=[O:37])[CH2:13]2)=[CH:19][C:20]=1[F:36]. (2) Given the reactants [O:1]=[C:2]1[N:7]([CH2:8][C:9]2[CH:10]=[C:11]([CH:15]=[CH:16][CH:17]=2)[C:12](Cl)=[O:13])[N:6]=[C:5]([C:18]2[O:22][N:21]=[C:20]([C:23]3[CH:28]=[CH:27][C:26]([C:29]([CH3:35])([CH3:34])[C:30]([F:33])([F:32])[F:31])=[CH:25][CH:24]=3)[N:19]=2)[CH:4]=[CH:3]1.[O:36]1[CH2:40][CH2:39][CH2:38][NH:37]1, predict the reaction product. The product is: [O:36]1[CH2:40][CH2:39][CH2:38][N:37]1[C:12]([C:11]1[CH:10]=[C:9]([CH:17]=[CH:16][CH:15]=1)[CH2:8][N:7]1[C:2](=[O:1])[CH:3]=[CH:4][C:5]([C:18]2[O:22][N:21]=[C:20]([C:23]3[CH:28]=[CH:27][C:26]([C:29]([CH3:35])([CH3:34])[C:30]([F:31])([F:32])[F:33])=[CH:25][CH:24]=3)[N:19]=2)=[N:6]1)=[O:13]. (3) The product is: [Cl:26][C:9]1[N:8]=[C:7]([NH:36][CH2:29][CH2:30][CH2:31][CH2:32][CH2:33][CH2:34][CH3:35])[C:6]2[C:11](=[CH:12][CH:13]=[C:4]([N+:1]([O-:3])=[O:2])[CH:5]=2)[N:10]=1. Given the reactants [N+:1]([C:4]1[CH:5]=[C:6]2[C:11](=[CH:12][CH:13]=1)[NH:10][C:9](=O)[NH:8][C:7]2=O)([O-:3])=[O:2].CN1CCN(C)C1=O.P(Cl)(Cl)([Cl:26])=O.[CH2:29]([NH2:36])[CH2:30][CH2:31][CH2:32][CH2:33][CH2:34][CH3:35], predict the reaction product.